Dataset: Catalyst prediction with 721,799 reactions and 888 catalyst types from USPTO. Task: Predict which catalyst facilitates the given reaction. (1) Reactant: [F:1][C:2]([F:26])([F:25])[C:3]1[CH:24]=[CH:23][C:6]([CH2:7][O:8][N:9]=[C:10]([C:12]2[CH:13]=[CH:14][C:15]([O:18][CH2:19][C:20](O)=[O:21])=[N:16][CH:17]=2)[CH3:11])=[CH:5][CH:4]=1.C(Cl)CCl.C1C=CC2N(O)N=[N:37]C=2C=1.C(N1CCOCC1)C.N. Product: [F:1][C:2]([F:26])([F:25])[C:3]1[CH:24]=[CH:23][C:6]([CH2:7][O:8][N:9]=[C:10]([C:12]2[CH:13]=[CH:14][C:15]([O:18][CH2:19][C:20]([NH2:37])=[O:21])=[N:16][CH:17]=2)[CH3:11])=[CH:5][CH:4]=1. The catalyst class is: 18. (2) The catalyst class is: 38. Product: [C:1]([C:3]1[CH:8]=[C:7]([CH3:9])[CH:6]=[CH:5][C:4]=1[C:10]1[CH:15]=[C:14]([CH2:16][OH:17])[CH:13]=[C:12]([C:18]([OH:20])=[O:19])[CH:11]=1)#[N:2]. Reactant: [C:1]([C:3]1[CH:8]=[C:7]([CH3:9])[CH:6]=[CH:5][C:4]=1[C:10]1[CH:15]=[C:14]([CH2:16][OH:17])[CH:13]=[C:12]([C:18]([O:20]C)=[O:19])[CH:11]=1)#[N:2].[OH-].[Li+].[NH4+].[Cl-].CCOC(C)=O. (3) Reactant: [NH2:1][C:2]1[N:7]=[CH:6][N:5]=[C:4]2[N:8]([C@H:33]3[CH2:38][CH2:37][C@H:36]([N:39]4[CH2:44][CH2:43][N:42]([CH3:45])[CH2:41][CH2:40]4)[CH2:35][CH2:34]3)[N:9]=[C:10]([C:11]3[CH:16]=[CH:15][C:14]([NH:17][C:18](=[O:30])[C:19]4[CH:24]=[CH:23][C:22]([O:25][C:26]([F:29])([F:28])[F:27])=[CH:21][CH:20]=4)=[C:13]([O:31][CH3:32])[CH:12]=3)[C:3]=12.[C:46]([OH:53])(=[O:52])/[CH:47]=[CH:48]\[C:49]([OH:51])=[O:50]. Product: [C:46]([OH:53])(=[O:52])/[CH:47]=[CH:48]\[C:49]([OH:51])=[O:50].[C:46]([OH:53])(=[O:52])/[CH:47]=[CH:48]\[C:49]([OH:51])=[O:50].[NH2:1][C:2]1[N:7]=[CH:6][N:5]=[C:4]2[N:8]([C@H:33]3[CH2:34][CH2:35][C@H:36]([N:39]4[CH2:40][CH2:41][N:42]([CH3:45])[CH2:43][CH2:44]4)[CH2:37][CH2:38]3)[N:9]=[C:10]([C:11]3[CH:16]=[CH:15][C:14]([NH:17][C:18](=[O:30])[C:19]4[CH:24]=[CH:23][C:22]([O:25][C:26]([F:27])([F:29])[F:28])=[CH:21][CH:20]=4)=[C:13]([O:31][CH3:32])[CH:12]=3)[C:3]=12. The catalyst class is: 13. (4) Reactant: [C:1]([O:5][C:6]([N:8]1[CH2:13][CH2:12][CH2:11][C@@H:10]([OH:14])[CH2:9]1)=[O:7])([CH3:4])([CH3:3])[CH3:2].[N:15]1([C:20]2[CH:25]=[CH:24][C:23](O)=[CH:22][CH:21]=2)[CH:19]=[CH:18][N:17]=[CH:16]1.C1(P(C2C=CC=CC=2)C2C=CC=CC=2)C=CC=CC=1.CCOC(/N=N/C(OCC)=O)=O. Product: [C:1]([O:5][C:6]([N:8]1[CH2:13][CH2:12][CH2:11][C@@H:10]([O:14][C:23]2[CH:24]=[CH:25][C:20]([N:15]3[CH:19]=[CH:18][N:17]=[CH:16]3)=[CH:21][CH:22]=2)[CH2:9]1)=[O:7])([CH3:4])([CH3:2])[CH3:3]. The catalyst class is: 3. (5) Reactant: CC1(C)[O:9][C:8](=[O:10])[C:5]2([CH2:7][CH2:6]2)[C:4](=[O:11])O1.[CH:13]1([CH2:19][NH2:20])[CH2:18][CH2:17][CH2:16][CH2:15][CH2:14]1. Product: [CH:13]1([CH2:19][N:20]2[CH2:6][CH2:7][CH:5]([C:8]([OH:9])=[O:10])[C:4]2=[O:11])[CH2:18][CH2:17][CH2:16][CH2:15][CH2:14]1. The catalyst class is: 8.